From a dataset of Reaction yield outcomes from USPTO patents with 853,638 reactions. Predict the reaction yield, written as a fraction of the theoretical maximum amount of product (1.0 means a 100% yield; for example, 0.34 means a 34% yield). (1) The reactants are [NH2:1][C:2]1[CH:7]=[CH:6][C:5]([C:8]2[N:13]3[N:14]=[C:15]([NH:17][C:18]4[CH:19]=[N:20][C:21]([CH3:24])=[CH:22][CH:23]=4)[N:16]=[C:12]3[CH:11]=[CH:10][CH:9]=2)=[CH:4][C:3]=1[N+:25]([O-])=O.[Cl-].[NH4+]. The catalyst is O1CCCC1.CO.[Zn]. The product is [CH3:24][C:21]1[N:20]=[CH:19][C:18]([NH:17][C:15]2[N:16]=[C:12]3[CH:11]=[CH:10][CH:9]=[C:8]([C:5]4[CH:4]=[C:3]([NH2:25])[C:2]([NH2:1])=[CH:7][CH:6]=4)[N:13]3[N:14]=2)=[CH:23][CH:22]=1. The yield is 0.860. (2) The reactants are [Br:1][C:2]1[C:3](Cl)=[N:4][CH:5]=[C:6]([CH3:8])[CH:7]=1.[O-:10][CH2:11][CH3:12].[Na+]. The catalyst is C(O)C.O. The product is [Br:1][C:2]1[C:3]([O:10][CH2:11][CH3:12])=[N:4][CH:5]=[C:6]([CH3:8])[CH:7]=1. The yield is 0.720. (3) The reactants are [CH2:1]([N:8]1[CH2:13][CH2:12][C:11]2([C:21]3[C:16](=[CH:17][CH:18]=[CH:19][C:20]=3[CH2:22][NH:23]C(=O)OC(C)(C)C)[N:15]([C:31]3[C:32]4[CH:39]([CH2:40][CH3:41])[CH2:38][CH2:37][C:33]=4[N:34]=[CH:35][N:36]=3)[CH2:14]2)[CH2:10][CH2:9]1)[C:2]1[CH:7]=[CH:6][CH:5]=[CH:4][CH:3]=1.C(N)(OC(C)(C)C)=O.[C:50]([OH:56])([C:52]([F:55])([F:54])[F:53])=[O:51].C(Cl)Cl. No catalyst specified. The product is [F:53][C:52]([F:55])([F:54])[C:50]([OH:56])=[O:51].[F:53][C:52]([F:55])([F:54])[C:50]([OH:56])=[O:51].[F:53][C:52]([F:55])([F:54])[C:50]([OH:56])=[O:51].[CH2:1]([N:8]1[CH2:13][CH2:12][C:11]2([C:21]3[C:16](=[CH:17][CH:18]=[CH:19][C:20]=3[CH2:22][NH2:23])[N:15]([C:31]3[C:32]4[CH:39]([CH2:40][CH3:41])[CH2:38][CH2:37][C:33]=4[N:34]=[CH:35][N:36]=3)[CH2:14]2)[CH2:10][CH2:9]1)[C:2]1[CH:3]=[CH:4][CH:5]=[CH:6][CH:7]=1. The yield is 0.999.